Dataset: Peptide-MHC class I binding affinity with 185,985 pairs from IEDB/IMGT. Task: Regression. Given a peptide amino acid sequence and an MHC pseudo amino acid sequence, predict their binding affinity value. This is MHC class I binding data. The binding affinity (normalized) is 0.0847. The MHC is HLA-B15:17 with pseudo-sequence HLA-B15:17. The peptide sequence is MQDVFTFYV.